Dataset: Forward reaction prediction with 1.9M reactions from USPTO patents (1976-2016). Task: Predict the product of the given reaction. (1) Given the reactants [Cl:1][C:2]1[CH:3]=[C:4]([C@H:9]([O:23][CH2:24][C:25]#[N:26])[C@@H:10]2[CH2:15][CH2:14][CH2:13][N:12]([C:16]([O:18][C:19]([CH3:22])([CH3:21])[CH3:20])=[O:17])[CH2:11]2)[CH:5]=[C:6]([F:8])[CH:7]=1.S(C)C.CO, predict the reaction product. The product is: [NH2:26][CH2:25][CH2:24][O:23][C@@H:9]([C:4]1[CH:5]=[C:6]([F:8])[CH:7]=[C:2]([Cl:1])[CH:3]=1)[C@@H:10]1[CH2:15][CH2:14][CH2:13][N:12]([C:16]([O:18][C:19]([CH3:22])([CH3:21])[CH3:20])=[O:17])[CH2:11]1. (2) Given the reactants [C:1]1([N:7]2[C:11]3[CH:12]=[CH:13][CH:14]=[CH:15][C:10]=3[NH:9][S:8]2(=[O:17])=[O:16])[CH:6]=[CH:5][CH:4]=[CH:3][CH:2]=1.O[CH2:19][CH:20]1[O:25][CH2:24][CH2:23][N:22]([C:26]([O:28][C:29]([CH3:32])([CH3:31])[CH3:30])=[O:27])[CH2:21]1.C1(P(C2C=CC=CC=2)C2C=CC=CC=2)C=CC=CC=1.N(C([O-])=O)=NC([O-])=O, predict the reaction product. The product is: [O:17]=[S:8]1(=[O:16])[N:9]([CH2:19][CH:20]2[O:25][CH2:24][CH2:23][N:22]([C:26]([O:28][C:29]([CH3:30])([CH3:32])[CH3:31])=[O:27])[CH2:21]2)[C:10]2[CH:15]=[CH:14][CH:13]=[CH:12][C:11]=2[N:7]1[C:1]1[CH:2]=[CH:3][CH:4]=[CH:5][CH:6]=1. (3) Given the reactants [CH2:1]([C:3]1[C:4]([C:18](OCC)=[O:19])=[N:5][N:6]([C:12]2[CH:17]=[CH:16][CH:15]=[CH:14][CH:13]=2)[C:7]=1[CH2:8][CH:9]([CH3:11])[CH3:10])[CH3:2].[H-].C([Al+]CC(C)C)C(C)C.CO.Cl, predict the reaction product. The product is: [CH2:1]([C:3]1[C:4]([CH:18]=[O:19])=[N:5][N:6]([C:12]2[CH:17]=[CH:16][CH:15]=[CH:14][CH:13]=2)[C:7]=1[CH2:8][CH:9]([CH3:11])[CH3:10])[CH3:2]. (4) Given the reactants O=P(Cl)(Cl)[Cl:3].[CH3:6][C:7]1[NH:8][C:9](=O)[CH:10]=[C:11]([CH3:18])[C:12]=1[C:13]([O:15][CH2:16][CH3:17])=[O:14], predict the reaction product. The product is: [Cl:3][C:9]1[CH:10]=[C:11]([CH3:18])[C:12]([C:13]([O:15][CH2:16][CH3:17])=[O:14])=[C:7]([CH3:6])[N:8]=1. (5) Given the reactants Cl.[C:2]1([CH3:10])[CH:7]=[CH:6][C:5]([NH:8]N)=[CH:4][CH:3]=1.OS(O)(=O)=O.Cl.[OH-].[Na+].[CH3:19][N:20]1[CH2:26][CH2:25][CH2:24][C:23](=O)[CH2:22][CH2:21]1, predict the reaction product. The product is: [CH3:19][N:20]1[CH2:26][CH2:25][C:24]2[C:6]3[CH:7]=[C:2]([CH3:10])[CH:3]=[CH:4][C:5]=3[NH:8][C:23]=2[CH2:22][CH2:21]1. (6) The product is: [F:44][C:41]1[CH:42]=[CH:43][C:38]([CH:15]([C:11]2([OH:14])[CH2:10][CH2:9][N:8]([CH3:6])[CH2:13][CH2:12]2)[C:16]([N:18]2[CH2:23][CH2:22][N:21]([CH2:24][CH2:25][CH2:26][CH2:27][C:28]3[C:37]4[C:32](=[CH:33][CH:34]=[CH:35][CH:36]=4)[CH:31]=[CH:30][CH:29]=3)[CH2:20][CH2:19]2)=[O:17])=[CH:39][CH:40]=1. Given the reactants C(O[C:6]([N:8]1[CH2:13][CH2:12][C:11]([CH:15]([C:38]2[CH:43]=[CH:42][C:41]([F:44])=[CH:40][CH:39]=2)[C:16]([N:18]2[CH2:23][CH2:22][N:21]([CH2:24][CH2:25][CH2:26][CH2:27][C:28]3[C:37]4[C:32](=[CH:33][CH:34]=[CH:35][CH:36]=4)[CH:31]=[CH:30][CH:29]=3)[CH2:20][CH2:19]2)=[O:17])([OH:14])[CH2:10][CH2:9]1)=O)(C)(C)C.Cl.O1CCOCC1, predict the reaction product. (7) The product is: [C:22]1([C:28]2[NH:37][C:36](=[O:38])[C:35]3[S:34][C:33]4[CH:39]=[C:40]([O:43][C:44]([F:45])([F:46])[F:47])[CH:41]=[CH:42][C:32]=4[NH:31][C:30]=3[CH:29]=2)[CH:23]=[CH:24][CH:25]=[CH:26][CH:27]=1. Given the reactants CC1NC(=O)C2SC3C=C(OC(F)(F)F)C=CC=3NC=2C=1.[C:22]1([CH:28]2[NH:37][C:36](=[O:38])[C:35]3[S:34][C:33]4[CH:39]=[C:40]([O:43][C:44]([F:47])([F:46])[F:45])[CH:41]=[CH:42][C:32]=4[NH:31][C:30]=3[CH2:29]2)[CH:27]=[CH:26][CH:25]=[CH:24][CH:23]=1, predict the reaction product.